This data is from NCI-60 drug combinations with 297,098 pairs across 59 cell lines. The task is: Regression. Given two drug SMILES strings and cell line genomic features, predict the synergy score measuring deviation from expected non-interaction effect. (1) Synergy scores: CSS=59.2, Synergy_ZIP=9.80, Synergy_Bliss=7.88, Synergy_Loewe=-20.7, Synergy_HSA=6.96. Cell line: COLO 205. Drug 1: CC1=C2C(C(=O)C3(C(CC4C(C3C(C(C2(C)C)(CC1OC(=O)C(C(C5=CC=CC=C5)NC(=O)OC(C)(C)C)O)O)OC(=O)C6=CC=CC=C6)(CO4)OC(=O)C)OC)C)OC. Drug 2: C1=CC(=CC=C1C#N)C(C2=CC=C(C=C2)C#N)N3C=NC=N3. (2) Drug 1: C1=C(C(=O)NC(=O)N1)F. Drug 2: CN(CCCl)CCCl.Cl. Cell line: SK-MEL-5. Synergy scores: CSS=37.8, Synergy_ZIP=-6.39, Synergy_Bliss=-11.7, Synergy_Loewe=-12.1, Synergy_HSA=-11.1. (3) Drug 1: CCC1(CC2CC(C3=C(CCN(C2)C1)C4=CC=CC=C4N3)(C5=C(C=C6C(=C5)C78CCN9C7C(C=CC9)(C(C(C8N6C=O)(C(=O)OC)O)OC(=O)C)CC)OC)C(=O)OC)O.OS(=O)(=O)O. Drug 2: C1CN1C2=NC(=NC(=N2)N3CC3)N4CC4. Cell line: MOLT-4. Synergy scores: CSS=66.7, Synergy_ZIP=-0.0851, Synergy_Bliss=-0.168, Synergy_Loewe=-8.81, Synergy_HSA=-0.00111. (4) Drug 1: COC1=CC(=CC(=C1O)OC)C2C3C(COC3=O)C(C4=CC5=C(C=C24)OCO5)OC6C(C(C7C(O6)COC(O7)C8=CC=CS8)O)O. Drug 2: C#CCC(CC1=CN=C2C(=N1)C(=NC(=N2)N)N)C3=CC=C(C=C3)C(=O)NC(CCC(=O)O)C(=O)O. Cell line: UACC62. Synergy scores: CSS=34.0, Synergy_ZIP=-9.48, Synergy_Bliss=-0.357, Synergy_Loewe=-0.575, Synergy_HSA=0.498. (5) Drug 1: CC1OCC2C(O1)C(C(C(O2)OC3C4COC(=O)C4C(C5=CC6=C(C=C35)OCO6)C7=CC(=C(C(=C7)OC)O)OC)O)O. Drug 2: CC1=C(C=C(C=C1)C(=O)NC2=CC(=CC(=C2)C(F)(F)F)N3C=C(N=C3)C)NC4=NC=CC(=N4)C5=CN=CC=C5. Cell line: SK-MEL-5. Synergy scores: CSS=22.8, Synergy_ZIP=-8.87, Synergy_Bliss=2.62, Synergy_Loewe=-4.69, Synergy_HSA=0.478. (6) Drug 1: C1=CC(=CC=C1CC(C(=O)O)N)N(CCCl)CCCl.Cl. Drug 2: CN(C(=O)NC(C=O)C(C(C(CO)O)O)O)N=O. Cell line: NCIH23. Synergy scores: CSS=5.30, Synergy_ZIP=-5.33, Synergy_Bliss=-6.09, Synergy_Loewe=-18.4, Synergy_HSA=-6.68. (7) Drug 1: CC12CCC3C(C1CCC2=O)CC(=C)C4=CC(=O)C=CC34C. Drug 2: B(C(CC(C)C)NC(=O)C(CC1=CC=CC=C1)NC(=O)C2=NC=CN=C2)(O)O. Cell line: NCI/ADR-RES. Synergy scores: CSS=34.8, Synergy_ZIP=1.05, Synergy_Bliss=1.27, Synergy_Loewe=1.51, Synergy_HSA=0.995. (8) Drug 1: C1=CC(=CC=C1CCC2=CNC3=C2C(=O)NC(=N3)N)C(=O)NC(CCC(=O)O)C(=O)O. Drug 2: CC1=C(C=C(C=C1)NC(=O)C2=CC=C(C=C2)CN3CCN(CC3)C)NC4=NC=CC(=N4)C5=CN=CC=C5. Cell line: SK-MEL-5. Synergy scores: CSS=-3.34, Synergy_ZIP=-4.97, Synergy_Bliss=-12.5, Synergy_Loewe=-10.7, Synergy_HSA=-10.8. (9) Drug 1: CC1C(C(CC(O1)OC2CC(CC3=C2C(=C4C(=C3O)C(=O)C5=C(C4=O)C(=CC=C5)OC)O)(C(=O)C)O)N)O.Cl. Drug 2: CC1=C(C(=O)C2=C(C1=O)N3CC4C(C3(C2COC(=O)N)OC)N4)N. Cell line: MDA-MB-231. Synergy scores: CSS=16.8, Synergy_ZIP=0.362, Synergy_Bliss=5.80, Synergy_Loewe=4.79, Synergy_HSA=6.38. (10) Drug 1: C1=CC(=C2C(=C1NCCNCCO)C(=O)C3=C(C=CC(=C3C2=O)O)O)NCCNCCO. Drug 2: CC1=C(C(=O)C2=C(C1=O)N3CC4C(C3(C2COC(=O)N)OC)N4)N. Cell line: KM12. Synergy scores: CSS=26.9, Synergy_ZIP=-6.50, Synergy_Bliss=-14.3, Synergy_Loewe=-10.8, Synergy_HSA=-9.17.